Dataset: Forward reaction prediction with 1.9M reactions from USPTO patents (1976-2016). Task: Predict the product of the given reaction. (1) Given the reactants [CH2:1]([C:3]1[N:4]=[C:5]([C:8]2[CH:32]=[CH:31][C:11]([O:12][CH2:13][CH2:14][CH2:15][O:16][C:17]3[CH:18]=[C:19]4[C:23](=[CH:24][CH:25]=3)[N:22]([CH2:26][C:27]([O:29]C)=[O:28])[CH:21]=[CH:20]4)=[C:10]([CH2:33][CH2:34][CH3:35])[CH:9]=2)[S:6][CH:7]=1)[CH3:2].O[Li].O, predict the reaction product. The product is: [CH2:1]([C:3]1[N:4]=[C:5]([C:8]2[CH:32]=[CH:31][C:11]([O:12][CH2:13][CH2:14][CH2:15][O:16][C:17]3[CH:18]=[C:19]4[C:23](=[CH:24][CH:25]=3)[N:22]([CH2:26][C:27]([OH:29])=[O:28])[CH:21]=[CH:20]4)=[C:10]([CH2:33][CH2:34][CH3:35])[CH:9]=2)[S:6][CH:7]=1)[CH3:2]. (2) The product is: [CH:16]1([N:7]2[C:6]3[CH:19]=[C:2]([O:70][CH2:69][C@@H:64]([NH:63][C:56](=[O:57])[O:58][C:59]([CH3:60])([CH3:62])[CH3:61])[CH2:65][CH:66]([CH3:68])[CH3:67])[CH:3]=[CH:4][C:5]=3[C:14]3[C:9](=[CH:10][N:11]=[CH:12][CH:13]=3)[C:8]2=[O:15])[CH2:18][CH2:17]1. Given the reactants Cl[C:2]1[CH:3]=[CH:4][C:5]2[C:14]3[C:9](=[CH:10][N:11]=[CH:12][CH:13]=3)[C:8](=[O:15])[N:7]([CH:16]3[CH2:18][CH2:17]3)[C:6]=2[CH:19]=1.C(=O)([O-])[O-].[Cs+].[Cs+].C(P(C(C)(C)C)C1C=CC=CC=1C1C(C(C)C)=CC(C(C)C)=CC=1C(C)C)(C)(C)C.[C:56]([NH:63][C@H:64]([CH2:69][OH:70])[CH2:65][CH:66]([CH3:68])[CH3:67])([O:58][C:59]([CH3:62])([CH3:61])[CH3:60])=[O:57], predict the reaction product. (3) Given the reactants [OH:1][N:2]=[CH:3][C:4]1[CH:5]=[C:6]2[C:10](=[CH:11][CH:12]=1)[C:9]1([CH2:15][N:14]([C:16]([O:18][C:19]([CH3:22])([CH3:21])[CH3:20])=[O:17])[CH2:13]1)[O:8][CH2:7]2.C1C(=O)N(Cl)C(=O)C1.[Cl:31][C:32]1[CH:33]=[C:34]([C:40](=[O:45])[C:41]([F:44])([F:43])[F:42])[CH:35]=[C:36]([Cl:39])[C:37]=1[F:38].C(=O)(O)[O-].[Na+], predict the reaction product. The product is: [Cl:31][C:32]1[CH:33]=[C:34]([C:40]2([C:41]([F:43])([F:44])[F:42])[O:1][N:2]=[C:3]([C:4]3[CH:5]=[C:6]4[C:10](=[CH:11][CH:12]=3)[C:9]3([CH2:13][N:14]([C:16]([O:18][C:19]([CH3:22])([CH3:21])[CH3:20])=[O:17])[CH2:15]3)[O:8][CH2:7]4)[O:45]2)[CH:35]=[C:36]([Cl:39])[C:37]=1[F:38]. (4) Given the reactants [CH:1]1([CH2:7][CH2:8][CH2:9]O)[CH2:6][CH2:5][CH2:4][CH2:3][CH2:2]1.C1(P(C2C=CC=CC=2)C2C=CC=CC=2)C=CC=CC=1.[Br:30]N1C(=O)CCC1=O, predict the reaction product. The product is: [Br:30][CH2:9][CH2:8][CH2:7][CH:1]1[CH2:6][CH2:5][CH2:4][CH2:3][CH2:2]1. (5) Given the reactants [Br:1][C:2]1[CH:3]=[C:4]([CH2:8][CH2:9][C:10]([C:12]2[CH:17]=[CH:16][CH:15]=[CH:14][CH:13]=2)=O)[CH:5]=[CH:6][CH:7]=1.[C-:18]#[N:19].[K+].[C:21](=[O:24])([O-])[O-].[NH4+:25].[NH4+].[OH2:27], predict the reaction product. The product is: [Br:1][C:2]1[CH:3]=[C:4]([CH2:8][CH2:9][C:10]2([C:12]3[CH:17]=[CH:16][CH:15]=[CH:14][CH:13]=3)[NH:25][C:18](=[O:27])[NH:19][C:21]2=[O:24])[CH:5]=[CH:6][CH:7]=1. (6) Given the reactants [N:1]1[C:10]2[C:5](=[CH:6][CH:7]=[CH:8][CH:9]=2)[CH:4]=[CH:3][C:2]=1[NH:11][C@H:12]1[CH2:17][CH2:16][C@@H:15]([NH2:18])[CH2:14][CH2:13]1.CCN(CC)CC.[F:26][C:27]1[CH:35]=[CH:34][C:30]([C:31]([Cl:33])=[O:32])=[CH:29][C:28]=1[CH3:36], predict the reaction product. The product is: [ClH:33].[F:26][C:27]1[CH:35]=[CH:34][C:30]([C:31]([NH:18][C@H:15]2[CH2:14][CH2:13][C@@H:12]([NH:11][C:2]3[CH:3]=[CH:4][C:5]4[C:10](=[CH:9][CH:8]=[CH:7][CH:6]=4)[N:1]=3)[CH2:17][CH2:16]2)=[O:32])=[CH:29][C:28]=1[CH3:36]. (7) Given the reactants [OH:1][C:2]12[CH2:35][CH2:34][C@:33]3([CH3:36])[C:28](=[C:29]([CH3:37])[CH2:30][CH2:31][CH2:32]3)[C@@H:3]1[O:4][C:5](=[O:27])[CH:6]2[CH2:7][N:8]1[CH2:13][CH2:12][N:11]([CH2:14][C:15]2[CH:20]=[C:19]([O:21][CH3:22])[CH:18]=[C:17]([O:23][CH3:24])[C:16]=2[CH2:25][OH:26])[CH2:10][CH2:9]1.[C:38](OC(=O)C)(=[O:40])[CH3:39].N1C=CC=CC=1, predict the reaction product. The product is: [C:38]([O:26][CH2:25][C:16]1[C:17]([O:23][CH3:24])=[CH:18][C:19]([O:21][CH3:22])=[CH:20][C:15]=1[CH2:14][N:11]1[CH2:12][CH2:13][N:8]([CH2:7][CH:6]2[C:5](=[O:27])[O:4][C@H:3]3[C:28]4[C@@:33]([CH3:36])([CH2:34][CH2:35][C:2]23[OH:1])[CH2:32][CH2:31][CH2:30][C:29]=4[CH3:37])[CH2:9][CH2:10]1)(=[O:40])[CH3:39].